Dataset: Forward reaction prediction with 1.9M reactions from USPTO patents (1976-2016). Task: Predict the product of the given reaction. (1) Given the reactants [Cl:1][C:2]1[N:3]=[N:4][C:5]([CH3:8])=[CH:6][CH:7]=1.[F:9][C:10]1[CH:20]=[CH:19][C:13]([C:14](OCC)=[O:15])=[CH:12][CH:11]=1.C[Si]([N-][Si](C)(C)C)(C)C.[Li+].Cl, predict the reaction product. The product is: [Cl:1][C:2]1[N:3]=[N:4][C:5]([CH2:8][C:14]([C:13]2[CH:19]=[CH:20][C:10]([F:9])=[CH:11][CH:12]=2)=[O:15])=[CH:6][CH:7]=1. (2) Given the reactants [CH3:1][O:2][C:3]([CH:5]1[C:10]([CH3:12])([CH3:11])[S:9][CH2:8][CH2:7][N:6]1[S:13]([C:16]1[CH:21]=[CH:20][C:19]([OH:22])=[CH:18][CH:17]=1)(=[O:15])=[O:14])=[O:4].[O:23]1[CH2:28][CH2:27][CH2:26][CH2:25][CH:24]1[O:29][CH2:30][CH2:31][C:32]#[C:33][CH2:34]O.C1(P(C2C=CC=CC=2)C2C=CC=CC=2)C=CC=CC=1.N(C(OCC)=O)=NC(OCC)=O, predict the reaction product. The product is: [CH3:11][C:10]1([CH3:12])[S:9][CH2:8][CH2:7][N:6]([S:13]([C:16]2[CH:17]=[CH:18][C:19]([O:22][CH2:34][C:33]#[C:32][CH2:31][CH2:30][O:29][CH:24]3[CH2:25][CH2:26][CH2:27][CH2:28][O:23]3)=[CH:20][CH:21]=2)(=[O:15])=[O:14])[CH:5]1[C:3]([O:2][CH3:1])=[O:4]. (3) Given the reactants [C:1]([O:7][CH2:8][N:9]1[CH:13]=[C:12]([CH2:14][CH2:15][CH2:16][C:17](=[O:25])[NH:18][CH:19]2[CH2:24][CH2:23][NH:22][CH2:21][CH2:20]2)[N:11]=[N:10]1)(=[O:6])[C:2]([CH3:5])([CH3:4])[CH3:3].[C:26](=O)([O:37]N1C(=O)CCC1=O)[O:27][CH2:28][C:29]1[CH:34]=[C:33]([F:35])[CH:32]=[C:31]([Cl:36])[CH:30]=1.[OH-].[Na+], predict the reaction product. The product is: [C:1]([O:7][CH2:8][N:9]1[CH:13]=[C:12]([CH2:14][CH2:15][CH2:16][C:17]([NH:18][CH:19]2[CH2:20][CH2:21][N:22]([C:26]([O:27][CH2:28][C:29]3[CH:34]=[C:33]([F:35])[CH:32]=[C:31]([Cl:36])[CH:30]=3)=[O:37])[CH2:23][CH2:24]2)=[O:25])[N:11]=[N:10]1)(=[O:6])[C:2]([CH3:5])([CH3:4])[CH3:3]. (4) Given the reactants [CH2:1]([N:3]1[C:7]([C:8]2[S:16][C:15]3[C:10](=[N:11][CH:12]=[CH:13][C:14]=3[O:17][C:18]3[CH:23]=[CH:22][C:21]([N+:24]([O-])=O)=[CH:20][C:19]=3[F:27])[CH:9]=2)=[CH:6][N:5]=[CH:4]1)[CH3:2].[BH4-].[Na+], predict the reaction product. The product is: [CH2:1]([N:3]1[C:7]([C:8]2[S:16][C:15]3[C:10](=[N:11][CH:12]=[CH:13][C:14]=3[O:17][C:18]3[CH:23]=[CH:22][C:21]([NH2:24])=[CH:20][C:19]=3[F:27])[CH:9]=2)=[CH:6][N:5]=[CH:4]1)[CH3:2]. (5) Given the reactants [ClH:1].CCOC(C)=O.[C:8]1([N:18]2[CH2:23][CH2:22][N:21]([CH2:24][CH2:25][CH2:26][CH:27]3[CH2:32][CH2:31][N:30](C(OC(C)(C)C)=O)[CH2:29][CH2:28]3)[CH2:20][CH2:19]2)[C:17]2[C:12](=[CH:13][CH:14]=[CH:15][CH:16]=2)[CH:11]=[CH:10][N:9]=1, predict the reaction product. The product is: [ClH:1].[ClH:1].[NH:30]1[CH2:31][CH2:32][CH:27]([CH2:26][CH2:25][CH2:24][N:21]2[CH2:20][CH2:19][N:18]([C:8]3[C:17]4[C:12](=[CH:13][CH:14]=[CH:15][CH:16]=4)[CH:11]=[CH:10][N:9]=3)[CH2:23][CH2:22]2)[CH2:28][CH2:29]1. (6) The product is: [OH:1][C:2]1[CH:3]=[C:4]([CH:8]=[CH:9][C:10]=1[I:11])[C:5]([O:7][CH3:12])=[O:6]. Given the reactants [OH:1][C:2]1[CH:3]=[C:4]([CH:8]=[CH:9][C:10]=1[I:11])[C:5]([OH:7])=[O:6].[C:12]1(C)C=CC(S(O)(=O)=O)=CC=1.O, predict the reaction product.